Dataset: Full USPTO retrosynthesis dataset with 1.9M reactions from patents (1976-2016). Task: Predict the reactants needed to synthesize the given product. Given the product [CH2:17]([S:14]([C:11]1[CH:12]=[CH:13][C:8]([C:6]2[C:5]([OH:21])=[CH:4][CH:3]=[C:2]([B:27]3[O:31][C:30]([CH3:33])([CH3:32])[C:29]([CH3:35])([CH3:34])[O:28]3)[CH:7]=2)=[C:9]([O:19][CH3:20])[CH:10]=1)(=[O:16])=[O:15])[CH3:18], predict the reactants needed to synthesize it. The reactants are: Br[C:2]1[CH:7]=[C:6]([C:8]2[CH:13]=[CH:12][C:11]([S:14]([CH2:17][CH3:18])(=[O:16])=[O:15])=[CH:10][C:9]=2[O:19][CH3:20])[C:5]([OH:21])=[CH:4][CH:3]=1.C([O-])(=O)C.[K+].[B:27]1([B:27]2[O:31][C:30]([CH3:33])([CH3:32])[C:29]([CH3:35])([CH3:34])[O:28]2)[O:31][C:30]([CH3:33])([CH3:32])[C:29]([CH3:35])([CH3:34])[O:28]1.